Predict the product of the given reaction. From a dataset of Forward reaction prediction with 1.9M reactions from USPTO patents (1976-2016). (1) Given the reactants Cl[C:2]1[N:10]=[CH:9][N:8]=[C:7]2[C:3]=1[N:4]=[C:5]([C:11]1[C:16]([Cl:17])=[CH:15][CH:14]=[CH:13][C:12]=1[Cl:18])[NH:6]2.[CH:19]1([C:22]([NH2:24])=[O:23])[CH2:21][CH2:20]1.CC1(C)C2C(=C(P(C3C=CC=CC=3)C3C=CC=CC=3)C=CC=2)OC2C(P(C3C=CC=CC=3)C3C=CC=CC=3)=CC=CC1=2.C([O-])([O-])=O.[Cs+].[Cs+], predict the reaction product. The product is: [Cl:18][C:12]1[CH:13]=[CH:14][CH:15]=[C:16]([Cl:17])[C:11]=1[C:5]1[NH:4][C:3]2[C:7](=[N:8][CH:9]=[N:10][C:2]=2[NH:24][C:22]([CH:19]2[CH2:21][CH2:20]2)=[O:23])[N:6]=1. (2) Given the reactants C(OC([N:8]1[CH2:13][CH2:12][N:11]([C:14]2[N:19]=[C:18]([O:20][CH:21]([C:23]3[CH:28]=[CH:27][CH:26]=[CH:25][C:24]=3[Cl:29])[CH3:22])[CH:17]=[CH:16][N:15]=2)[CH2:10][CH2:9]1)=O)(C)(C)C.FC(F)(F)C(O)=O, predict the reaction product. The product is: [Cl:29][C:24]1[CH:25]=[CH:26][CH:27]=[CH:28][C:23]=1[CH:21]([O:20][C:18]1[CH:17]=[CH:16][N:15]=[C:14]([N:11]2[CH2:12][CH2:13][NH:8][CH2:9][CH2:10]2)[N:19]=1)[CH3:22]. (3) The product is: [CH3:25][C:20]1[CH:19]=[C:18]([N:5]([CH2:6][CH2:7][C:8]2[CH:13]=[CH:12][C:11]([C:14]([F:17])([F:16])[F:15])=[CH:10][CH:9]=2)[C:3](=[O:4])[CH2:2][N:30]2[CH:31]=[N:32][C:33]3[C:29]2=[N:28][CH:27]=[N:26][CH:34]=3)[CH:23]=[CH:22][C:21]=1[CH3:24]. Given the reactants Br[CH2:2][C:3]([N:5]([C:18]1[CH:23]=[CH:22][C:21]([CH3:24])=[C:20]([CH3:25])[CH:19]=1)[CH2:6][CH2:7][C:8]1[CH:13]=[CH:12][C:11]([C:14]([F:17])([F:16])[F:15])=[CH:10][CH:9]=1)=[O:4].[N:26]1[CH:34]=[C:33]2[C:29]([N:30]=[CH:31][NH:32]2)=[N:28][CH:27]=1, predict the reaction product. (4) Given the reactants [Br:1]N1C(=O)CCC1=O.[C:9]1([CH:15]2[CH2:20][CH2:19][CH2:18][NH:17][CH2:16]2)[CH:14]=[CH:13][CH:12]=[CH:11][CH:10]=1.C(=O)([O-])[O-].[K+].[K+], predict the reaction product. The product is: [Br:1][C:12]1[CH:13]=[CH:14][C:9]([CH:15]2[CH2:20][CH2:19][CH2:18][NH:17][CH2:16]2)=[CH:10][CH:11]=1. (5) Given the reactants [C:1](Cl)(=[O:8])[C:2]1[CH:7]=[CH:6][CH:5]=[CH:4][CH:3]=1.[CH3:10][C:11]1([CH3:22])[O:15][C@:14]2([CH3:21])[CH2:16][C@@H:17]([CH2:19][OH:20])[O:18][CH:13]2[O:12]1, predict the reaction product. The product is: [C:1]([O:20][CH2:19][C@H:17]1[O:18][CH:13]2[C@:14]([CH3:21])([O:15][C:11]([CH3:22])([CH3:10])[O:12]2)[CH2:16]1)(=[O:8])[C:2]1[CH:7]=[CH:6][CH:5]=[CH:4][CH:3]=1. (6) Given the reactants C(C1C=CC(C(NC2C=CC(C3C=C4C(CN([C@@H](C(C)C)C(O)=O)C4=O)=CC=3)=NC=2)=O)=CC=1)(C)(C)C.[C:37]([C:41]1[CH:74]=[CH:73][C:44]([C:45]([NH:47][C:48]2[CH:53]=[CH:52][C:51]([C:54]3[CH:62]=[C:61]4[C:57]([CH2:58][N:59]([C@@H:64]([CH:69]([CH3:71])[CH3:70])[C:65]([O:67]C)=[O:66])[C:60]4=[O:63])=[CH:56][CH:55]=3)=[C:50]([Cl:72])[CH:49]=2)=[O:46])=[CH:43][CH:42]=1)([CH3:40])([CH3:39])[CH3:38], predict the reaction product. The product is: [C:37]([C:41]1[CH:74]=[CH:73][C:44]([C:45]([NH:47][C:48]2[CH:53]=[CH:52][C:51]([C:54]3[CH:62]=[C:61]4[C:57]([CH2:58][N:59]([C@@H:64]([CH:69]([CH3:70])[CH3:71])[C:65]([OH:67])=[O:66])[C:60]4=[O:63])=[CH:56][CH:55]=3)=[C:50]([Cl:72])[CH:49]=2)=[O:46])=[CH:43][CH:42]=1)([CH3:38])([CH3:40])[CH3:39].